Task: Binary Classification. Given a T-cell receptor sequence (or CDR3 region) and an epitope sequence, predict whether binding occurs between them.. Dataset: TCR-epitope binding with 47,182 pairs between 192 epitopes and 23,139 TCRs (1) The epitope is NLVPMVATV. The TCR CDR3 sequence is CASSFGGNQPQHF. Result: 0 (the TCR does not bind to the epitope). (2) The TCR CDR3 sequence is CATSGRTGGGEQYF. Result: 0 (the TCR does not bind to the epitope). The epitope is GPGHKARVL. (3) The TCR CDR3 sequence is CASSTNRASNQPQHF. Result: 1 (the TCR binds to the epitope). The epitope is NLVPMVATV. (4) The epitope is KPLEFGATSAAL. The TCR CDR3 sequence is CASSDRGAVYNEQFF. Result: 0 (the TCR does not bind to the epitope). (5) The epitope is EPLPQGQLTAY. The TCR CDR3 sequence is CASSQPARRELFF. Result: 0 (the TCR does not bind to the epitope). (6) The epitope is TPINLVRDL. The TCR CDR3 sequence is CASSPTTVAGELFF. Result: 0 (the TCR does not bind to the epitope). (7) The epitope is NQKLIANQF. The TCR CDR3 sequence is CAAMRVDQETQYF. Result: 0 (the TCR does not bind to the epitope).